Dataset: Reaction yield outcomes from USPTO patents with 853,638 reactions. Task: Predict the reaction yield, written as a fraction of the theoretical maximum amount of product (1.0 means a 100% yield; for example, 0.34 means a 34% yield). (1) The reactants are [CH:1]([OH:3])=O.C(OC(=O)C)(=O)C.[CH3:11][O:12][C:13]1[CH:14]=[C:15]2[C:20](=[C:21]3[CH2:25][C:24]([CH3:27])([CH3:26])[O:23][C:22]=13)[C:19]([C:28]1[CH:29]=[C:30]([C:34]3[CH:39]=[CH:38][C:37]([NH2:40])=[CH:36][CH:35]=3)[CH:31]=[CH:32][CH:33]=1)=[N:18][C:17]([CH3:42])([CH3:41])[CH2:16]2.C(=O)([O-])O.[Na+]. The catalyst is O.C(OCC)(=O)C. The product is [CH3:11][O:12][C:13]1[CH:14]=[C:15]2[C:20](=[C:21]3[CH2:25][C:24]([CH3:27])([CH3:26])[O:23][C:22]=13)[C:19]([C:28]1[CH:29]=[C:30]([C:34]3[CH:35]=[CH:36][C:37]([NH:40][CH:1]=[O:3])=[CH:38][CH:39]=3)[CH:31]=[CH:32][CH:33]=1)=[N:18][C:17]([CH3:42])([CH3:41])[CH2:16]2. The yield is 0.960. (2) The reactants are [S:1]1[CH:5]=[CH:4][N:3]=[C:2]1[CH2:6][N:7]1[CH2:12][CH2:11][CH2:10][CH2:9][CH2:8]1.C([Li])CCC.[CH2:18]([Sn:22](Cl)([CH2:27][CH2:28][CH2:29][CH3:30])[CH2:23][CH2:24][CH2:25][CH3:26])[CH2:19][CH2:20][CH3:21].C(=O)([O-])O.[Na+]. The product is [CH2:27]([Sn:22]([CH2:18][CH2:19][CH2:20][CH3:21])([CH2:23][CH2:24][CH2:25][CH3:26])[C:5]1[S:1][C:2]([CH2:6][N:7]2[CH2:8][CH2:9][CH2:10][CH2:11][CH2:12]2)=[N:3][CH:4]=1)[CH2:28][CH2:29][CH3:30]. The catalyst is C1COCC1. The yield is 0.720. (3) The product is [C:24]([O:23][C:21](=[O:22])[NH:1][C:2]1[CH:7]=[CH:6][C:5]([N+:8]([O-:10])=[O:9])=[CH:4][N:3]=1)([CH3:27])([CH3:26])[CH3:25]. The reactants are [NH2:1][C:2]1[CH:7]=[CH:6][C:5]([N+:8]([O-:10])=[O:9])=[CH:4][N:3]=1.C[Si]([N-][Si](C)(C)C)(C)C.[Na+].[C:21](O[C:21]([O:23][C:24]([CH3:27])([CH3:26])[CH3:25])=[O:22])([O:23][C:24]([CH3:27])([CH3:26])[CH3:25])=[O:22].O. The catalyst is C1COCC1. The yield is 0.620.